This data is from CYP1A2 inhibition data for predicting drug metabolism from PubChem BioAssay. The task is: Regression/Classification. Given a drug SMILES string, predict its absorption, distribution, metabolism, or excretion properties. Task type varies by dataset: regression for continuous measurements (e.g., permeability, clearance, half-life) or binary classification for categorical outcomes (e.g., BBB penetration, CYP inhibition). Dataset: cyp1a2_veith. (1) The molecule is Cc1ccc(NC(=O)c2ccccc2C(=O)O)cc1C. The result is 1 (inhibitor). (2) The result is 1 (inhibitor). The molecule is Cc1cnc(CNc2ncncc2-c2ccccc2CN(C)C)cn1.